This data is from Full USPTO retrosynthesis dataset with 1.9M reactions from patents (1976-2016). The task is: Predict the reactants needed to synthesize the given product. (1) Given the product [F:1][C:2]1[CH:3]=[C:4]([N+:9]([O-:11])=[O:10])[CH:5]=[CH:6][C:7]=1[N:14]1[C:13]([CH3:12])=[N:17][CH:16]=[N:15]1, predict the reactants needed to synthesize it. The reactants are: [F:1][C:2]1[CH:3]=[C:4]([N+:9]([O-:11])=[O:10])[CH:5]=[CH:6][C:7]=1F.[CH3:12][C:13]1[N:17]=[CH:16][NH:15][N:14]=1.O.O.O.P([O-])([O-])(O)=O.[K+].[K+]. (2) Given the product [CH2:1]([C:3]1[N:8]=[C:7]([CH3:9])[C:6]([O:10][CH2:11][CH2:12][CH2:13][O:14][C:15]2[CH:16]=[C:17]3[C:21](=[CH:22][CH:23]=2)[C@H:20]([CH2:24][C:25]([OH:27])=[O:26])[CH2:19][CH2:18]3)=[CH:5][CH:4]=1)[CH3:2], predict the reactants needed to synthesize it. The reactants are: [CH2:1]([C:3]1[N:8]=[C:7]([CH3:9])[C:6]([O:10][CH2:11][CH2:12][CH2:13][O:14][C:15]2[CH:16]=[C:17]3[C:21](=[CH:22][CH:23]=2)[C@H:20]([CH2:24][C:25]([O:27]C)=[O:26])[CH2:19][CH2:18]3)=[CH:5][CH:4]=1)[CH3:2].O[Li].O. (3) Given the product [F:15][C:11]1[C:12]([NH2:14])=[CH:13][C:8]([N:1]2[CH2:6][CH2:5][O:4][CH2:3][CH2:2]2)=[N:9][CH:10]=1, predict the reactants needed to synthesize it. The reactants are: [NH:1]1[CH2:6][CH2:5][O:4][CH2:3][CH2:2]1.Cl[C:8]1[CH:13]=[C:12]([NH2:14])[C:11]([F:15])=[CH:10][N:9]=1.[Cl-].[NH4+]. (4) The reactants are: [F:1][C:2]1[CH:7]=[C:6](/[CH:8]=[CH:9]/[CH3:10])[CH:5]=[C:4]([F:11])[C:3]=1[F:12].CC[C@H]1[C@H]2C[C@H]([C@H](OC3C4C(=CC=CC=4)C(O[C@H](C4C=CN=C5C=4C=C(OC)C=C5)[C@@H]4N5C[C@H](CC)[C@@H](CC5)C4)=NN=3)C3C=CN=C4C=3C=C([O:34]C)C=C4)N(CC2)C1.CS(N)(=O)=O.S([O-])([O-])=O.[Na+].[Na+].[OH2:82]. Given the product [F:1][C:2]1[CH:7]=[C:6]([C@H:8]([OH:34])[C@@H:9]([OH:82])[CH3:10])[CH:5]=[C:4]([F:11])[C:3]=1[F:12], predict the reactants needed to synthesize it. (5) Given the product [CH3:1][C:2]1[C:3]([C:17]2[CH:22]=[CH:21][CH:20]=[CH:19][CH:18]=2)=[C:4]([S:7]([C:10]2[CH:15]=[CH:14][C:13]([CH3:16])=[CH:12][CH:11]=2)(=[O:8])=[O:9])[NH:5][C:6]=1[CH:30]=[O:29], predict the reactants needed to synthesize it. The reactants are: [CH3:1][C:2]1[C:3]([C:17]2[CH:22]=[CH:21][CH:20]=[CH:19][CH:18]=2)=[C:4]([S:7]([C:10]2[CH:15]=[CH:14][C:13]([CH3:16])=[CH:12][CH:11]=2)(=[O:9])=[O:8])[NH:5][CH:6]=1.[Cl-].ClC=[N+](C)C.[O:29]1CCC[CH2:30]1.C(=O)([O-])O.[Na+]. (6) Given the product [C:25]([C:27]1[CH:28]=[C:29]([CH:33]=[CH:34][CH:35]=1)[C:30]([NH:1][C:2]1[CH:3]=[C:4]2[C:8](=[CH:9][CH:10]=1)[N:7]([CH3:11])[CH:6]=[C:5]2[CH:12]1[CH2:13][CH2:14][N:15]([C:18]([O:20][C:21]([CH3:24])([CH3:23])[CH3:22])=[O:19])[CH2:16][CH2:17]1)=[O:31])#[N:26], predict the reactants needed to synthesize it. The reactants are: [NH2:1][C:2]1[CH:3]=[C:4]2[C:8](=[CH:9][CH:10]=1)[N:7]([CH3:11])[CH:6]=[C:5]2[CH:12]1[CH2:17][CH2:16][N:15]([C:18]([O:20][C:21]([CH3:24])([CH3:23])[CH3:22])=[O:19])[CH2:14][CH2:13]1.[C:25]([C:27]1[CH:28]=[C:29]([CH:33]=[CH:34][CH:35]=1)[C:30](Cl)=[O:31])#[N:26].C(OCC)(=O)C. (7) Given the product [CH3:1][O:2][C:3]1[CH:7]=[C:6]([CH2:8][OH:9])[N:5]([CH3:12])[N:4]=1, predict the reactants needed to synthesize it. The reactants are: [CH3:1][O:2][C:3]1[CH:7]=[C:6]([C:8](OC)=[O:9])[N:5]([CH3:12])[N:4]=1.[H-].[Al+3].[Li+].[H-].[H-].[H-].C(O)C.[Cl-].[NH4+]. (8) Given the product [Cl:22][C:23]1[CH:30]=[CH:29][CH:28]=[C:27]([Cl:31])[C:24]=1[CH2:25][O:1][C:2]1[CH:3]=[C:4]([CH2:8][CH2:9][CH2:10][N:11]2[C:19](=[O:20])[C:18]3[C:13](=[CH:14][CH:15]=[CH:16][CH:17]=3)[C:12]2=[O:21])[CH:5]=[CH:6][CH:7]=1, predict the reactants needed to synthesize it. The reactants are: [OH:1][C:2]1[CH:3]=[C:4]([CH2:8][CH2:9][CH2:10][N:11]2[C:19](=[O:20])[C:18]3[C:13](=[CH:14][CH:15]=[CH:16][CH:17]=3)[C:12]2=[O:21])[CH:5]=[CH:6][CH:7]=1.[Cl:22][C:23]1[CH:30]=[CH:29][CH:28]=[C:27]([Cl:31])[C:24]=1[CH2:25]Br. (9) Given the product [ClH:23].[F:22][C:19]1[CH:20]=[CH:21][C:16]([N:11]2[CH2:10][CH:9]3[NH:8][CH:13]([CH2:14][CH2:15]3)[CH2:12]2)=[CH:17][CH:18]=1, predict the reactants needed to synthesize it. The reactants are: C([N:8]1[CH:13]2[CH2:14][CH2:15][CH:9]1[CH2:10][N:11]([C:16]1[CH:21]=[CH:20][C:19]([F:22])=[CH:18][CH:17]=1)[CH2:12]2)C1C=CC=CC=1.[ClH:23].CO.